From a dataset of hERG Central: cardiac toxicity at 1µM, 10µM, and general inhibition. Predict hERG channel inhibition at various concentrations. (1) The molecule is O=C(Nc1cccc(S(=O)(=O)N2CCOCC2)c1)[C@@H]1CCCN1S(=O)(=O)c1ccc(Cl)cc1. Results: hERG_inhib (hERG inhibition (general)): blocker. (2) The drug is O=C(CN1C2CCCC1CC(NC(=O)c1ccccc1)C2)Nc1ccccc1. Results: hERG_inhib (hERG inhibition (general)): blocker.